From a dataset of Peptide-MHC class II binding affinity with 134,281 pairs from IEDB. Regression. Given a peptide amino acid sequence and an MHC pseudo amino acid sequence, predict their binding affinity value. This is MHC class II binding data. (1) The peptide sequence is AFILDGDNLFDKV. The MHC is DRB3_0101 with pseudo-sequence DRB3_0101. The binding affinity (normalized) is 0.811. (2) The peptide sequence is RNFYFINRLTGYLRN. The MHC is DRB1_0301 with pseudo-sequence DRB1_0301. The binding affinity (normalized) is 0.289. (3) The peptide sequence is MAKLLGRDPEQSQEAL. The MHC is DRB1_0101 with pseudo-sequence DRB1_0101. The binding affinity (normalized) is 0.137.